This data is from Full USPTO retrosynthesis dataset with 1.9M reactions from patents (1976-2016). The task is: Predict the reactants needed to synthesize the given product. (1) Given the product [BrH:54].[BrH:54].[F:51][C:33]1[CH:34]=[C:35]([NH:38][C:39]([NH:41][C:42](=[O:50])[CH2:43][C:44]2[CH:45]=[CH:46][CH:47]=[CH:48][CH:49]=2)=[S:40])[CH:36]=[CH:37][C:32]=1[O:31][C:25]1[C:24]2[C:29](=[CH:30][C:21]([O:20][CH2:19][CH:17]3[CH2:18][CH:13]4[CH2:12][NH:11][CH2:15][CH:14]4[CH2:16]3)=[C:22]([O:52][CH3:53])[CH:23]=2)[N:28]=[CH:27][N:26]=1, predict the reactants needed to synthesize it. The reactants are: C(OC([N:11]1[CH2:15][CH:14]2[CH2:16][CH:17]([CH2:19][O:20][C:21]3[CH:30]=[C:29]4[C:24]([C:25]([O:31][C:32]5[CH:37]=[CH:36][C:35]([NH:38][C:39]([NH:41][C:42](=[O:50])[CH2:43][C:44]6[CH:49]=[CH:48][CH:47]=[CH:46][CH:45]=6)=[S:40])=[CH:34][C:33]=5[F:51])=[N:26][CH:27]=[N:28]4)=[CH:23][C:22]=3[O:52][CH3:53])[CH2:18][CH:13]2[CH2:12]1)=O)C1C=CC=CC=1.[BrH:54]. (2) Given the product [CH3:1][NH:2][N:3]=[CH:4][C:5]1[CH:10]=[CH:9][CH:8]=[CH:7][CH:6]=1, predict the reactants needed to synthesize it. The reactants are: [CH3:1][NH:2][NH2:3].[CH:4](=O)[C:5]1[CH:10]=[CH:9][CH:8]=[CH:7][CH:6]=1. (3) The reactants are: C(N1[CH:12]=[CH:11]N=C1)(N1C=CN=C1)=O.[CH3:13][O:14][C:15]1[CH:19]=[C:18]([C:20]([OH:22])=[O:21])[S:17][C:16]=1[C:23]([OH:25])=[O:24].[CH2:26](O)[C:27]1[CH:35]=[CH:34][C:33]2[O:32][CH2:31][O:30][C:29]=2[CH:28]=1. Given the product [O:32]1[C:33]2[CH:34]=[CH:35][C:27]([CH:26]([O:24][C:23]([C:16]3[S:17][C:18]([C:20]([OH:22])=[O:21])=[CH:19][C:15]=3[O:14][CH3:13])=[O:25])[C:12]3[CH:11]=[CH:28][C:29]4[O:30][CH2:31][O:32][C:33]=4[CH:34]=3)=[CH:28][C:29]=2[O:30][CH2:31]1, predict the reactants needed to synthesize it. (4) Given the product [C:1]([NH:5][S:6]([C:9]1[CH:14]=[CH:13][C:12]([C:15]2[N:19]([CH2:20][CH:21]3[CH2:26][CH2:25][CH2:24][CH2:23][CH2:22]3)[N:18]=[C:17]([C:27]([NH:29][C@H:30]3[CH2:33][C@H:32]([C:34]([OH:36])=[O:35])[CH2:31]3)=[O:28])[C:16]=2[Cl:38])=[CH:11][C:10]=1[C:39]([F:40])([F:41])[F:42])(=[O:7])=[O:8])([CH3:4])([CH3:2])[CH3:3], predict the reactants needed to synthesize it. The reactants are: [C:1]([NH:5][S:6]([C:9]1[CH:14]=[CH:13][C:12]([C:15]2[N:19]([CH2:20][CH:21]3[CH2:26][CH2:25][CH2:24][CH2:23][CH2:22]3)[N:18]=[C:17]([C:27]([NH:29][C@H:30]3[CH2:33][C@H:32]([C:34]([O:36]C)=[O:35])[CH2:31]3)=[O:28])[C:16]=2[Cl:38])=[CH:11][C:10]=1[C:39]([F:42])([F:41])[F:40])(=[O:8])=[O:7])([CH3:4])([CH3:3])[CH3:2].CO.O[Li].O. (5) Given the product [C:27]([NH:26][C:25]1[C:19]2[C:20](=[N:21][CH:22]=[C:17]([C:1]3[CH:6]=[CH:5][CH:4]=[CH:3][CH:2]=3)[C:18]=2[N:35]2[CH2:40][CH2:39][CH2:38][C@@H:37]([NH:41][C:42](=[O:48])[O:43][C:44]([CH3:46])([CH3:45])[CH3:47])[CH2:36]2)[NH:23][CH:24]=1)(=[O:34])[C:28]1[CH:33]=[CH:32][CH:31]=[N:30][CH:29]=1, predict the reactants needed to synthesize it. The reactants are: [C:1]1(B(O)O)[CH:6]=[CH:5][CH:4]=[CH:3][CH:2]=1.C(=O)([O-])[O-].[Na+].[Na+].Br[C:17]1[C:18]([N:35]2[CH2:40][CH2:39][CH2:38][C@@H:37]([NH:41][C:42](=[O:48])[O:43][C:44]([CH3:47])([CH3:46])[CH3:45])[CH2:36]2)=[C:19]2[C:25]([NH:26][C:27](=[O:34])[C:28]3[CH:33]=[CH:32][CH:31]=[N:30][CH:29]=3)=[CH:24][NH:23][C:20]2=[N:21][CH:22]=1.CC#N.O. (6) The reactants are: C([N:8]1[CH2:13][CH2:12][CH:11]([C:14](=[O:23])[CH2:15][C:16]2[CH:21]=[CH:20][CH:19]=[CH:18][C:17]=2[F:22])[CH2:10][CH2:9]1)C1C=CC=CC=1.[Cl:24]CCCl. Given the product [ClH:24].[F:22][C:17]1[CH:18]=[CH:19][CH:20]=[CH:21][C:16]=1[CH2:15][C:14]([CH:11]1[CH2:10][CH2:9][NH:8][CH2:13][CH2:12]1)=[O:23], predict the reactants needed to synthesize it. (7) Given the product [NH:20]1[C:28]2[C:23](=[C:24]([C:2]3[CH:3]=[C:4]([N+:17]([O-:19])=[O:18])[C:5]4[C:9]([CH:10]=3)=[N:8][N:7]([CH:11]3[CH2:16][CH2:15][CH2:14][CH2:13][O:12]3)[CH:6]=4)[CH:25]=[CH:26][CH:27]=2)[CH:22]=[CH:21]1, predict the reactants needed to synthesize it. The reactants are: Br[C:2]1[CH:3]=[C:4]([N+:17]([O-:19])=[O:18])[C:5]2[C:9]([CH:10]=1)=[N:8][N:7]([CH:11]1[CH2:16][CH2:15][CH2:14][CH2:13][O:12]1)[CH:6]=2.[NH:20]1[C:28]2[C:23](=[C:24](B(O)O)[CH:25]=[CH:26][CH:27]=2)[CH:22]=[CH:21]1.C(=O)([O-])O.[Na+].CC(O)C.